Predict which catalyst facilitates the given reaction. From a dataset of Catalyst prediction with 721,799 reactions and 888 catalyst types from USPTO. Reactant: C(NC(C)C)(C)C.C([Li])CCC.[CH2:13]([SnH:17]([CH2:22][CH2:23][CH2:24][CH3:25])[CH2:18][CH2:19][CH2:20][CH3:21])[CH2:14][CH2:15][CH3:16].[CH:26]([O:29][CH2:30]Cl)([CH3:28])[CH3:27]. Product: [CH2:22]([Sn:17]([CH2:13][CH2:14][CH2:15][CH3:16])([CH2:18][CH2:19][CH2:20][CH3:21])[CH2:30][O:29][CH:26]([CH3:28])[CH3:27])[CH2:23][CH2:24][CH3:25]. The catalyst class is: 1.